This data is from Forward reaction prediction with 1.9M reactions from USPTO patents (1976-2016). The task is: Predict the product of the given reaction. Given the reactants [CH3:1][C:2]1[O:6][N:5]=[C:4]([CH2:7][O:8][C:9]2[CH:14]=[CH:13][C:12]([N+:15]([O-])=O)=[C:11]([N+:18]([O-])=O)[CH:10]=2)[CH:3]=1.[O:21]1[CH2:26][CH2:25][N:24]([C:27]2[CH:32]=[CH:31][C:30]([NH:33][C:34]([C:36]3[CH:43]=[CH:42][C:39]([CH:40]=O)=[CH:38][CH:37]=3)=[O:35])=[CH:29][CH:28]=2)[CH2:23][CH2:22]1, predict the reaction product. The product is: [CH3:1][C:2]1[O:6][N:5]=[C:4]([CH2:7][O:8][C:9]2[CH:14]=[CH:13][C:12]3[N:15]=[C:40]([C:39]4[CH:38]=[CH:37][C:36]([C:34]([NH:33][C:30]5[CH:29]=[CH:28][C:27]([N:24]6[CH2:23][CH2:22][O:21][CH2:26][CH2:25]6)=[CH:32][CH:31]=5)=[O:35])=[CH:43][CH:42]=4)[NH:18][C:11]=3[CH:10]=2)[CH:3]=1.